From a dataset of Full USPTO retrosynthesis dataset with 1.9M reactions from patents (1976-2016). Predict the reactants needed to synthesize the given product. Given the product [N+:15]([C:14]1[C:9]([S:29]([Cl:18])(=[O:32])=[O:30])=[N:10][CH:11]=[CH:12][CH:13]=1)([O-:17])=[O:16], predict the reactants needed to synthesize it. The reactants are: C(S[C:9]1[C:14]([N+:15]([O-:17])=[O:16])=[CH:13][CH:12]=[CH:11][N:10]=1)C1C=CC=CC=1.[Cl:18]N1C(C)(C)C(=O)N(Cl)C1=O.[S:29](S([O-])=O)([O-:32])(=O)=[O:30].[Na+].[Na+].P([O-])([O-])([O-])=O.[K+].[K+].[K+].